Dataset: Forward reaction prediction with 1.9M reactions from USPTO patents (1976-2016). Task: Predict the product of the given reaction. (1) Given the reactants C([N:4]1[CH:8]=[C:7]([C:9]2[CH:10]=[C:11]([CH:57]=[CH:58][CH:59]=2)[CH2:12][CH2:13][O:14][CH2:15][CH2:16][C:17]([N:19]([CH2:26][CH2:27][N:28]([CH2:36][CH2:37][C:38]2[C:43]3[O:44][CH2:45][C:46](=[O:48])[NH:47][C:42]=3[C:41]([O:49]C(OC(C)(C)C)=O)=[CH:40][CH:39]=2)C(=O)OC(C)(C)C)[CH:20]2[CH2:25][CH2:24][CH2:23][CH2:22][CH2:21]2)=[O:18])[N:6]=[N:5]1)C=C.CN1C(=O)CC(=O)N(C)C1=O.[C:71]([OH:77])([C:73]([F:76])([F:75])[F:74])=[O:72], predict the reaction product. The product is: [F:74][C:73]([F:76])([F:75])[C:71]([OH:77])=[O:72].[NH:4]1[CH:8]=[C:7]([C:9]2[CH:10]=[C:11]([CH:57]=[CH:58][CH:59]=2)[CH2:12][CH2:13][O:14][CH2:15][CH2:16][C:17]([N:19]([CH:20]2[CH2:25][CH2:24][CH2:23][CH2:22][CH2:21]2)[CH2:26][CH2:27][NH:28][CH2:36][CH2:37][C:38]2[C:43]3[O:44][CH2:45][C:46](=[O:48])[NH:47][C:42]=3[C:41]([OH:49])=[CH:40][CH:39]=2)=[O:18])[N:6]=[N:5]1. (2) Given the reactants [CH3:1][O:2][CH2:3][CH2:4][CH2:5][C:6]1[CH:7]=[CH:8][C:9]([S:14][CH3:15])=[C:10]([CH:13]=1)[CH2:11][OH:12].C(=O)(O)[O-].[Na+], predict the reaction product. The product is: [CH3:1][O:2][CH2:3][CH2:4][CH2:5][C:6]1[CH:7]=[CH:8][C:9]([S:14][CH3:15])=[C:10]([CH:13]=1)[CH:11]=[O:12]. (3) Given the reactants [NH:1]1[C@H:14]2[C@H:5]([CH2:6][CH2:7][C:8]3[C:13]2=[N:12][CH:11]=[CH:10][CH:9]=3)[CH2:4][CH2:3][CH2:2]1.C(=O)([O-])[O-].[K+].[K+].Br[CH2:22][C:23]([O:25][CH2:26][C:27]1[CH:32]=[CH:31][CH:30]=[CH:29][CH:28]=1)=[O:24], predict the reaction product. The product is: [N:12]1([CH2:22][C:23]([O:25][CH2:26][C:27]2[CH:32]=[CH:31][CH:30]=[CH:29][CH:28]=2)=[O:24])[C@H:13]2[C@H:8]([CH2:7][CH2:6][C:5]3[C:14]2=[N:1][CH:2]=[CH:3][CH:4]=3)[CH2:9][CH2:10][CH2:11]1. (4) Given the reactants [CH2:1]1[CH:12]2[CH:4]([NH:5][C:6]3[CH:7]=[CH:8][CH:9]=[CH:10][C:11]=32)[CH2:3][CH2:2]1.C(N(C(C)C)CC)(C)C.Cl[CH2:23][C:24]([NH2:26])=[O:25], predict the reaction product. The product is: [CH2:1]1[CH:12]2[CH:4]([N:5]([CH2:23][C:24]([NH2:26])=[O:25])[C:6]3[CH:7]=[CH:8][CH:9]=[CH:10][C:11]=32)[CH2:3][CH2:2]1. (5) Given the reactants [NH2:1][CH2:2][C:3]1[C:4]([CH3:19])=[CH:5][C:6]([NH:11][C:12](=[O:18])[O:13][C:14]([CH3:17])([CH3:16])[CH3:15])=[N:7][C:8]=1[O:9][CH3:10].[Br:20][C:21]1[CH:22]=[C:23]([C:34](O)=[O:35])[C:24]2[C:25]([CH3:33])=[CH:26][N:27]([CH:30]([CH3:32])[CH3:31])[C:28]=2[CH:29]=1.C1C=NC2N(O)N=NC=2C=1.C(Cl)CCl, predict the reaction product. The product is: [Br:20][C:21]1[CH:22]=[C:23]([C:34]([NH:1][CH2:2][C:3]2[C:4]([CH3:19])=[CH:5][C:6]([NH:11][C:12](=[O:18])[O:13][C:14]([CH3:15])([CH3:16])[CH3:17])=[N:7][C:8]=2[O:9][CH3:10])=[O:35])[C:24]2[C:25]([CH3:33])=[CH:26][N:27]([CH:30]([CH3:31])[CH3:32])[C:28]=2[CH:29]=1. (6) Given the reactants [N:1]1([C:8]2[CH:9]=[N:10][C:11]3[C:16]([CH:17]=2)=[CH:15][C:14]([S:18][C:19]2[N:23]4[CH:24]=[C:25]([C:28]5[CH:29]=[N:30][N:31]([CH3:33])[CH:32]=5)[CH:26]=[CH:27][C:22]4=[N:21][N:20]=2)=[CH:13][CH:12]=3)[CH2:7][CH2:6][CH2:5][NH:4][CH2:3][CH2:2]1.Br[CH2:35][CH2:36][OH:37].C([O-])([O-])=O.[K+].[K+], predict the reaction product. The product is: [CH3:33][N:31]1[CH:32]=[C:28]([C:25]2[CH:26]=[CH:27][C:22]3[N:23]([C:19]([S:18][C:14]4[CH:15]=[C:16]5[C:11](=[CH:12][CH:13]=4)[N:10]=[CH:9][C:8]([N:1]4[CH2:7][CH2:6][CH2:5][N:4]([CH2:35][CH2:36][OH:37])[CH2:3][CH2:2]4)=[CH:17]5)=[N:20][N:21]=3)[CH:24]=2)[CH:29]=[N:30]1.